Dataset: Forward reaction prediction with 1.9M reactions from USPTO patents (1976-2016). Task: Predict the product of the given reaction. (1) Given the reactants CN(C)S([N:6]1[CH:10]=[C:9]([CH2:11][N:12]([CH2:26][CH3:27])[C:13]2[CH:18]=[CH:17][N:16]=[C:15]([O:19][C:20]3[CH:25]=[CH:24][CH:23]=[CH:22][CH:21]=3)[N:14]=2)[N:8]=[CH:7]1)(=O)=O.[OH-].[Na+], predict the reaction product. The product is: [CH2:26]([N:12]([CH2:11][C:9]1[N:8]=[CH:7][NH:6][CH:10]=1)[C:13]1[CH:18]=[CH:17][N:16]=[C:15]([O:19][C:20]2[CH:25]=[CH:24][CH:23]=[CH:22][CH:21]=2)[N:14]=1)[CH3:27]. (2) Given the reactants [N:1]1([CH2:7][CH2:8][O:9][C:10]2[C:20]3[CH2:19][CH2:18][C:17]4[CH:21]=[CH:22][CH:23]=[CH:24][C:16]=4[C:15](=[O:25])[C:14]=3[CH:13]=[CH:12][CH:11]=2)[CH2:6][CH2:5][O:4][CH2:3][CH2:2]1.[F:26][C:27]1[CH:33]=[C:32]([F:34])[CH:31]=[CH:30][C:28]=1[NH2:29].C1(P(C2CCCCC2)C2C=CC=CC=2C2C(C(C)C)=CC(C(C)C)=CC=2C(C)C)CCCCC1.CC([O-])(C)C.[K+], predict the reaction product. The product is: [F:26][C:27]1[CH:33]=[C:32]([F:34])[CH:31]=[CH:30][C:28]=1[NH:29][C:22]1[CH:23]=[CH:24][C:16]2[C:15](=[O:25])[C:14]3[CH:20]=[C:10]([O:9][CH2:8][CH2:7][N:1]4[CH2:2][CH2:3][O:4][CH2:5][CH2:6]4)[CH:11]=[CH:12][C:13]=3[CH2:19][CH2:18][C:17]=2[CH:21]=1. (3) Given the reactants [CH2:1]([O:8][C:9]([C:11]1[C:19]2[C:14](=[CH:15][CH:16]=[C:17]([CH2:20][CH2:21][N:22]3[CH2:26][CH2:25][CH2:24][CH2:23]3)[CH:18]=2)[NH:13][C:12]=1[CH3:27])=[O:10])[C:2]1[CH:7]=[CH:6][CH:5]=[CH:4][CH:3]=1.[ClH:28], predict the reaction product. The product is: [ClH:28].[CH2:1]([O:8][C:9]([C:11]1[C:19]2[C:14](=[CH:15][CH:16]=[C:17]([CH2:20][CH2:21][N:22]3[CH2:26][CH2:25][CH2:24][CH2:23]3)[CH:18]=2)[NH:13][C:12]=1[CH3:27])=[O:10])[C:2]1[CH:7]=[CH:6][CH:5]=[CH:4][CH:3]=1. (4) Given the reactants [F:1][C:2]([F:13])([F:12])[C:3]1[CH:8]=[CH:7][C:6]([CH2:9][C:10]#[N:11])=[CH:5][CH:4]=1.Cl.[NH2:15][OH:16].C([O-])(O)=O.[Na+], predict the reaction product. The product is: [OH:16]/[N:15]=[C:10](\[NH2:11])/[CH2:9][C:6]1[CH:5]=[CH:4][C:3]([C:2]([F:12])([F:1])[F:13])=[CH:8][CH:7]=1. (5) Given the reactants [CH2:1]([N:3]1[CH2:13][CH:12]2[CH2:14][CH2:15][CH:5]([C:6]3[C:11]2=[CH:10][C:9]([NH2:16])=[CH:8][CH:7]=3)[CH2:4]1)[CH3:2].Cl[C:18]1[N:23]=[C:22]([NH:24][C:25]2[CH:30]=[CH:29][CH:28]=[CH:27][C:26]=2[S:31]([NH:34][CH3:35])(=[O:33])=[O:32])[C:21]([Cl:36])=[CH:20][N:19]=1, predict the reaction product. The product is: [Cl:36][C:21]1[C:22]([NH:24][C:25]2[CH:30]=[CH:29][CH:28]=[CH:27][C:26]=2[S:31]([NH:34][CH3:35])(=[O:33])=[O:32])=[N:23][C:18]([NH:16][C:9]2[CH:10]=[C:11]3[C:6](=[CH:7][CH:8]=2)[CH:5]2[CH2:15][CH2:14][CH:12]3[CH2:13][N:3]([CH2:1][CH3:2])[CH2:4]2)=[N:19][CH:20]=1. (6) Given the reactants [CH3:1][C:2]1([CH3:16])[C:15]2[CH:14]=[CH:13][CH:12]=[CH:11][C:10]=2[NH:9][C:8]2[C:3]1=[CH:4][CH:5]=[CH:6][CH:7]=2.[Br-:17].[Br-:18].[Br-].C[N+](C)(C)C1C=CC=CC=1.C[N+](C1C=CC=CC=1)(C)C.C[N+](C1C=CC=CC=1)(C)C, predict the reaction product. The product is: [Br:17][C:5]1[CH:6]=[CH:7][C:8]2[NH:9][C:10]3[C:15](=[CH:14][C:13]([Br:18])=[CH:12][CH:11]=3)[C:2]([CH3:16])([CH3:1])[C:3]=2[CH:4]=1.